This data is from Reaction yield outcomes from USPTO patents with 853,638 reactions. The task is: Predict the reaction yield, written as a fraction of the theoretical maximum amount of product (1.0 means a 100% yield; for example, 0.34 means a 34% yield). The reactants are ON1C2C=CC=CC=2N=N1.CN1CCOCC1.[C:18]([O:22][C:23](=[O:46])[C:24]([CH3:45])([CH3:44])[CH2:25][C:26]1[CH:43]=[CH:42][C:29]([CH2:30][N:31]([CH2:36][C:37]2[O:38][CH:39]=[CH:40][CH:41]=2)[CH2:32][C:33](O)=[O:34])=[CH:28][CH:27]=1)([CH3:21])([CH3:20])[CH3:19].[CH3:47][C:48]1[CH:54]=[C:53]([CH3:55])[CH:52]=[CH:51][C:49]=1[NH2:50]. The catalyst is CN(C)C1C=CN=CC=1.CN(C)C=O.O. The product is [CH3:47][C:48]1[CH:54]=[C:53]([CH3:55])[CH:52]=[CH:51][C:49]=1[NH:50][C:33](=[O:34])[CH2:32][N:31]([CH2:30][C:29]1[CH:42]=[CH:43][C:26]([CH2:25][C:24]([CH3:44])([CH3:45])[C:23]([O:22][C:18]([CH3:19])([CH3:21])[CH3:20])=[O:46])=[CH:27][CH:28]=1)[CH2:36][C:37]1[O:38][CH:39]=[CH:40][CH:41]=1. The yield is 0.910.